This data is from Peptide-MHC class I binding affinity with 185,985 pairs from IEDB/IMGT. The task is: Regression. Given a peptide amino acid sequence and an MHC pseudo amino acid sequence, predict their binding affinity value. This is MHC class I binding data. The peptide sequence is MWAQDAAMY. The MHC is HLA-B45:01 with pseudo-sequence HLA-B45:01. The binding affinity (normalized) is 0.